This data is from Catalyst prediction with 721,799 reactions and 888 catalyst types from USPTO. The task is: Predict which catalyst facilitates the given reaction. Reactant: [NH2:1][C@H:2]1[C:11]2[C:6](=[CH:7][CH:8]=[C:9]([N:12]3[CH2:17][CH2:16][O:15][CH2:14][CH2:13]3)[N:10]=2)[N:5]([C:18](=[O:20])[CH3:19])[C@@H:4]([CH:21]2[CH2:23][CH2:22]2)[C@@H:3]1[CH3:24].CC(C)([O-])C.[Na+].CN([C:34]1[C:39]([C:34]2[C:39](P(C3CCCCC3)C3CCCCC3)=[CH:38][CH:37]=[CH:36][CH:35]=2)=[CH:38][CH:37]=[CH:36][CH:35]=1)C.BrC1C=CC=CC=1. Product: [CH:21]1([C@H:4]2[C@H:3]([CH3:24])[C@@H:2]([NH:1][C:34]3[CH:39]=[CH:38][CH:37]=[CH:36][CH:35]=3)[C:11]3[C:6](=[CH:7][CH:8]=[C:9]([N:12]4[CH2:13][CH2:14][O:15][CH2:16][CH2:17]4)[N:10]=3)[N:5]2[C:18](=[O:20])[CH3:19])[CH2:23][CH2:22]1. The catalyst class is: 62.